Task: Predict the reaction yield, written as a fraction of the theoretical maximum amount of product (1.0 means a 100% yield; for example, 0.34 means a 34% yield).. Dataset: Reaction yield outcomes from USPTO patents with 853,638 reactions (1) The reactants are C([O:3][C:4](=O)[NH:5][C:6](=[O:31])[C:7]([C:29]#[N:30])=[N:8][NH:9][C:10]1[CH:15]=[C:14]([Cl:16])[C:13]([CH2:17][C:18]2[CH:23]=[C:22]([CH:24]([CH3:26])[CH3:25])[C:21](=[O:27])[NH:20][N:19]=2)=[C:12]([Cl:28])[CH:11]=1)C.C(CC(NC(OCC)=O)=O)#N. No catalyst specified. The product is [Cl:28][C:12]1[CH:11]=[C:10]([N:9]2[C:4](=[O:3])[NH:5][C:6](=[O:31])[C:7]([C:29]#[N:30])=[N:8]2)[CH:15]=[C:14]([Cl:16])[C:13]=1[CH2:17][C:18]1[CH:23]=[C:22]([CH:24]([CH3:26])[CH3:25])[C:21](=[O:27])[NH:20][N:19]=1. The yield is 0.390. (2) The reactants are [C:1]1([C:7]2[CH:8]=[C:9]([CH:12]=[CH:13][CH:14]=2)[CH:10]=O)[CH:6]=[CH:5][CH:4]=[CH:3][CH:2]=1.[N+:15]([CH3:18])([O-:17])=[O:16].C([O-])(=O)C.[NH4+].[BH4-].[Na+]. The catalyst is O.C(O)(=O)C. The product is [N+:15]([CH2:18][CH2:10][C:9]1[CH:8]=[C:7]([C:1]2[CH:6]=[CH:5][CH:4]=[CH:3][CH:2]=2)[CH:14]=[CH:13][CH:12]=1)([O-:17])=[O:16]. The yield is 0.710. (3) The reactants are [CH3:1][N:2]([C@@H:4]1[C:22](=[O:23])[C:21]([C:24]([NH2:26])=[O:25])=[C:20]([OH:27])[C@:19]2([OH:28])[C@H:5]1[CH2:6][C@H:7]1[C:16]([C:17]2=[O:18])=[C:15]([OH:29])[C:14]2[C:9](=[C:10](I)[CH:11]=[CH:12][C:13]=2[OH:30])[CH2:8]1)[CH3:3]. The catalyst is CC([O-])=O.CC([O-])=O.[Pd+2].CO. The product is [CH3:1][N:2]([C@@H:4]1[C:22](=[O:23])[C:21]([C:24]([NH2:26])=[O:25])=[C:20]([OH:27])[C@:19]2([OH:28])[C@H:5]1[CH2:6][C@H:7]1[C:16]([C:17]2=[O:18])=[C:15]([OH:29])[C:14]2[C:9](=[C:10]([C:4]3[CH:22]=[CH:21][CH:20]=[CH:19][CH:5]=3)[CH:11]=[CH:12][C:13]=2[OH:30])[CH2:8]1)[CH3:3]. The yield is 0.420. (4) The reactants are [O:1]=[C:2]1[C@H:6]([O:7][C:8](=[O:15])[C:9]2[CH:14]=[CH:13][CH:12]=[CH:11][CH:10]=2)[C@@H:5]([O:16][C:17](=[O:24])[C:18]2[CH:23]=[CH:22][CH:21]=[CH:20][CH:19]=2)[C:4](=O)[O:3]1.C(#N)C.[NH2:29][OH:30].O. The catalyst is C1(C)C=CC=CC=1. The product is [OH:30][N:29]1[C:2](=[O:1])[C@H:6]([O:7][C:8](=[O:15])[C:9]2[CH:14]=[CH:13][CH:12]=[CH:11][CH:10]=2)[C@@H:5]([O:16][C:17](=[O:24])[C:18]2[CH:23]=[CH:22][CH:21]=[CH:20][CH:19]=2)[C:4]1=[O:3]. The yield is 0.870. (5) The reactants are Br[C:2]1[C:3]([Cl:12])=[N:4][C:5]([O:10][CH3:11])=[N:6][C:7]=1[O:8][CH3:9].[CH:13]1(B(O)O)[CH2:15][CH2:14]1.COCCOC.C([O-])([O-])=O.[Na+].[Na+]. The catalyst is C1C=CC(P(C2C=CC=CC=2)[C-]2C=CC=C2)=CC=1.C1C=CC(P(C2C=CC=CC=2)[C-]2C=CC=C2)=CC=1.Cl[Pd]Cl.[Fe+2].C(OCC)(=O)C. The product is [Cl:12][C:3]1[C:2]([CH:13]2[CH2:15][CH2:14]2)=[C:7]([O:8][CH3:9])[N:6]=[C:5]([O:10][CH3:11])[N:4]=1. The yield is 0.650. (6) The reactants are [F:1][C:2]1[CH:7]=[CH:6][C:5]([F:8])=[CH:4][C:3]=1[CH:9]1[CH2:13][CH2:12][CH2:11][N:10]1[C:14]1[CH:19]=[CH:18][N:17]2[N:20]=[CH:21][C:22]([C:23](O)=[O:24])=[C:16]2[N:15]=1.Cl.[C:27]([NH:31][NH2:32])(=[O:30])[CH2:28][CH3:29].CCN(C(C)C)C(C)C.CN(C(ON1N=NC2C=CC=NC1=2)=[N+](C)C)C.F[P-](F)(F)(F)(F)F. The catalyst is CN(C=O)C.CCOC(C)=O. The product is [F:1][C:2]1[CH:7]=[CH:6][C:5]([F:8])=[CH:4][C:3]=1[CH:9]1[CH2:13][CH2:12][CH2:11][N:10]1[C:14]1[CH:19]=[CH:18][N:17]2[N:20]=[CH:21][C:22]([C:23]([NH:32][NH:31][C:27](=[O:30])[CH2:28][CH3:29])=[O:24])=[C:16]2[N:15]=1. The yield is 0.730. (7) The reactants are C(O[C:5](=[O:7])[CH3:6])(=O)C.[Cl:8][C:9]1[CH:14]=[CH:13][CH:12]=[CH:11][C:10]=1[C:15]1[CH:20]=[CH:19][CH:18]=[CH:17][C:16]=1[CH2:21][C:22]([NH:24]O)=[NH:23]. The catalyst is O. The product is [Cl:8][C:9]1[CH:14]=[CH:13][CH:12]=[CH:11][C:10]=1[C:15]1[CH:20]=[CH:19][CH:18]=[CH:17][C:16]=1[CH2:21][C:22]([NH:24][C:5](=[O:7])[CH3:6])=[NH:23]. The yield is 0.859. (8) The reactants are [Br:1][C:2]1[C:3]([CH3:20])=[C:4]([N+:17]([O-:19])=[O:18])[C:5]([CH:8](C(OC)=O)C(OC)=O)=[N:6][CH:7]=1.Cl. The catalyst is [Cl-].[Na+].O. The product is [Br:1][C:2]1[C:3]([CH3:20])=[C:4]([N+:17]([O-:19])=[O:18])[C:5]([CH3:8])=[N:6][CH:7]=1. The yield is 0.600. (9) The reactants are [CH:1]1([CH:7]([NH:21][C:22]2[CH:27]=[CH:26][C:25]([C:28]([NH:30][CH2:31][CH2:32][C:33]([O:35]CC)=[O:34])=[O:29])=[CH:24][CH:23]=2)[C:8]2[O:9][C:10]3[CH:19]=[CH:18][C:17]([F:20])=[CH:16][C:11]=3[C:12]=2[CH2:13][O:14][CH3:15])[CH2:6][CH2:5][CH2:4][CH2:3][CH2:2]1.O1CCCC1.[OH-].[Na+]. The catalyst is C(O)C. The product is [CH:1]1([CH:7]([NH:21][C:22]2[CH:23]=[CH:24][C:25]([C:28]([NH:30][CH2:31][CH2:32][C:33]([OH:35])=[O:34])=[O:29])=[CH:26][CH:27]=2)[C:8]2[O:9][C:10]3[CH:19]=[CH:18][C:17]([F:20])=[CH:16][C:11]=3[C:12]=2[CH2:13][O:14][CH3:15])[CH2:6][CH2:5][CH2:4][CH2:3][CH2:2]1. The yield is 0.950.